This data is from Reaction yield outcomes from USPTO patents with 853,638 reactions. The task is: Predict the reaction yield, written as a fraction of the theoretical maximum amount of product (1.0 means a 100% yield; for example, 0.34 means a 34% yield). (1) The reactants are [O:1]1[CH2:6][CH:5]=[C:4]([C:7]2[CH:28]=[CH:27][C:10]3[C:11]4[N:15]([CH2:16][CH2:17][O:18][C:9]=3[CH:8]=2)[CH:14]=[C:13]([C:19]2[N:20]([CH:24]([CH3:26])[CH3:25])[N:21]=[CH:22][N:23]=2)[N:12]=4)[CH2:3][CH2:2]1. The catalyst is [OH-].[OH-].[Pd+2].C(OCC)(=O)C. The product is [CH:24]([N:20]1[C:19]([C:13]2[N:12]=[C:11]3[C:10]4[CH:27]=[CH:28][C:7]([CH:4]5[CH2:5][CH2:6][O:1][CH2:2][CH2:3]5)=[CH:8][C:9]=4[O:18][CH2:17][CH2:16][N:15]3[CH:14]=2)=[N:23][CH:22]=[N:21]1)([CH3:26])[CH3:25]. The yield is 0.710. (2) The reactants are Br[CH2:2][C:3]1[CH:4]=[C:5]([C:10]2[N:14]=[C:13]([C:15]3[S:16][CH:17]=[CH:18][C:19]=3[Cl:20])[O:12][N:11]=2)[CH:6]=[CH:7][C:8]=1[Cl:9].[NH:21]1[CH2:25][CH2:24][CH2:23][CH2:22]1.CCN(CC)CC. The catalyst is ClCCl. The product is [Cl:9][C:8]1[CH:7]=[CH:6][C:5]([C:10]2[N:14]=[C:13]([C:15]3[S:16][CH:17]=[CH:18][C:19]=3[Cl:20])[O:12][N:11]=2)=[CH:4][C:3]=1[CH2:2][N:21]1[CH2:25][CH2:24][CH2:23][CH2:22]1. The yield is 0.960. (3) The reactants are [C:1]([O:5][C:6]([N:8]1[CH2:17][CH2:16][C:15]2[C:10](=[CH:11][CH:12]=[C:13]([NH:18][C:19](OC3C=CC([N+]([O-])=O)=CC=3)=[O:20])[CH:14]=2)[CH2:9]1)=[O:7])([CH3:4])([CH3:3])[CH3:2].[NH2:31][C:32]1[C:33]([O:38][CH3:39])=[N:34][CH:35]=[CH:36][CH:37]=1. The catalyst is C(#N)C. The product is [C:1]([O:5][C:6]([N:8]1[CH2:17][CH2:16][C:15]2[C:10](=[CH:11][CH:12]=[C:13]([NH:18][C:19]([NH:31][C:32]3[C:33]([O:38][CH3:39])=[N:34][CH:35]=[CH:36][CH:37]=3)=[O:20])[CH:14]=2)[CH2:9]1)=[O:7])([CH3:2])([CH3:4])[CH3:3]. The yield is 0.550.